Dataset: Full USPTO retrosynthesis dataset with 1.9M reactions from patents (1976-2016). Task: Predict the reactants needed to synthesize the given product. (1) Given the product [Cl:13][CH:3]([S:2][CH3:1])[C:4]([NH:6][C:7]([CH3:12])([C:9]#[C:10][CH3:11])[CH3:8])=[O:5], predict the reactants needed to synthesize it. The reactants are: [CH3:1][S:2][CH2:3][C:4]([NH:6][C:7]([CH3:12])([C:9]#[C:10][CH3:11])[CH3:8])=[O:5].[Cl:13]N1C(=O)CCC1=O. (2) Given the product [CH2:39]([O:38][C:36](=[O:37])[O:23][C:20]1[CH:21]=[CH:22][C:17]([N:14]2[CH2:15][CH2:16][N:11]([CH2:10][CH2:9][CH:8]([O:24][C:25](=[O:27])[NH2:26])[C:5]3[CH:6]=[CH:7][C:2]([F:1])=[CH:3][CH:4]=3)[CH2:12][CH2:13]2)=[CH:18][CH:19]=1)[CH3:40], predict the reactants needed to synthesize it. The reactants are: [F:1][C:2]1[CH:7]=[CH:6][C:5]([CH:8]([O:24][C:25](=[O:27])[NH2:26])[CH2:9][CH2:10][N:11]2[CH2:16][CH2:15][N:14]([C:17]3[CH:22]=[CH:21][C:20]([OH:23])=[CH:19][CH:18]=3)[CH2:13][CH2:12]2)=[CH:4][CH:3]=1.C(N(CC)CC)C.Cl[C:36]([O:38][CH2:39][CH3:40])=[O:37]. (3) Given the product [NH2:13][C@@H:10]1[CH2:11][CH2:12][N:8]([C:6]([O:5][C:1]([CH3:4])([CH3:3])[CH3:2])=[O:7])[CH2:9]1, predict the reactants needed to synthesize it. The reactants are: [C:1]([O:5][C:6]([N:8]1[CH2:12][CH2:11][C@@H:10]([NH:13]C(=O)OCC2C=CC=CC=2)[CH2:9]1)=[O:7])([CH3:4])([CH3:3])[CH3:2]. (4) The reactants are: C1C=CC2N(O)N=NC=2C=1.[Br:11][C:12]1[CH:31]=[CH:30][CH:29]=[CH:28][C:13]=1[C:14]([N:16]1[CH2:21][CH2:20][N:19]([C:22](=[O:27])[CH2:23][C:24]([OH:26])=O)[CH2:18][CH2:17]1)=[O:15].CCN=C=NCCCN(C)C.Cl.[N:44]1([C:50]2[CH:55]=[CH:54][C:53]([NH2:56])=[CH:52][CH:51]=2)[CH2:49][CH2:48][O:47][CH2:46][CH2:45]1. Given the product [Br:11][C:12]1[CH:31]=[CH:30][CH:29]=[CH:28][C:13]=1[C:14]([N:16]1[CH2:17][CH2:18][N:19]([C:22](=[O:27])[CH2:23][C:24]([NH:56][C:53]2[CH:52]=[CH:51][C:50]([N:44]3[CH2:49][CH2:48][O:47][CH2:46][CH2:45]3)=[CH:55][CH:54]=2)=[O:26])[CH2:20][CH2:21]1)=[O:15], predict the reactants needed to synthesize it. (5) Given the product [S:38]([C:35]1[CH:36]=[CH:37][C:32]([CH3:42])=[CH:33][CH:34]=1)([OH:41])(=[O:40])=[O:39].[CH:20]1([C:2]([OH:1])([C:25]2[CH:26]=[CH:27][CH:28]=[CH:29][CH:30]=2)[C:3]([O:5][CH2:6][CH:7]2[CH2:8][CH2:9][NH:10][CH2:11][CH2:12]2)=[O:4])[CH2:37][CH2:32][CH2:33][CH2:23][CH2:24]1, predict the reactants needed to synthesize it. The reactants are: [OH:1][C:2]([C:25]1[CH:30]=[CH:29][CH:28]=[CH:27][CH:26]=1)([C:20]1[CH:24]=[CH:23]SC=1)[C:3]([O:5][CH2:6][CH:7]1[CH2:12][CH2:11][N:10](C(OC(C)(C)C)=O)[CH2:9][CH2:8]1)=[O:4].O.[C:32]1([CH3:42])[CH:37]=[CH:36][C:35]([S:38]([OH:41])(=[O:40])=[O:39])=[CH:34][CH:33]=1. (6) Given the product [Na+:14].[O:12]1[C@@H:6]([CH2:5][OH:4])[C@H:7]1[C:8]([O-:10])=[O:9], predict the reactants needed to synthesize it. The reactants are: C([O:4][CH2:5][C@@H:6]1[O:12][C@@H:7]1[C:8]([O:10]C)=[O:9])(=O)C.[OH-].[Na+:14]. (7) Given the product [CH:23]1([NH:26][C:27]([NH:29][C:30]2[CH:35]=[CH:34][C:33]([C:2]3[N:11]=[CH:10][C:9]4[N:8]([CH2:12][C:13]([F:16])([F:15])[F:14])[C:7](=[O:17])[C:6]5([CH3:22])[CH2:18][O:19][CH2:20][CH2:21][N:5]5[C:4]=4[N:3]=3)=[CH:32][CH:31]=2)=[O:28])[CH2:25][CH2:24]1, predict the reactants needed to synthesize it. The reactants are: Cl[C:2]1[N:11]=[CH:10][C:9]2[N:8]([CH2:12][C:13]([F:16])([F:15])[F:14])[C:7](=[O:17])[C:6]3([CH3:22])[CH2:18][O:19][CH2:20][CH2:21][N:5]3[C:4]=2[N:3]=1.[CH:23]1([NH:26][C:27]([NH:29][C:30]2[CH:35]=[CH:34][C:33](B3OC(C)(C)C(C)(C)O3)=[CH:32][CH:31]=2)=[O:28])[CH2:25][CH2:24]1.C([O-])(O)=O.[Na+].